Dataset: Forward reaction prediction with 1.9M reactions from USPTO patents (1976-2016). Task: Predict the product of the given reaction. (1) Given the reactants Cl[C:2]1[C:30]([Cl:31])=[CH:29][CH:28]=[CH:27][C:3]=1[CH2:4][N:5]1[C:9]2[CH:10]=[C:11]([N:18]3[CH2:23][CH2:22][O:21][CH2:20][CH2:19]3)[CH:12]=[C:13]([C:14]([O:16]C)=[O:15])[C:8]=2[N:7]=[C:6]1[CH:24]([F:26])[F:25].[Li+].[OH-].[CH2:34]1COCC1, predict the reaction product. The product is: [Cl:31][C:30]1[C:2]([CH3:34])=[C:3]([CH2:4][N:5]2[C:9]3[CH:10]=[C:11]([N:18]4[CH2:23][CH2:22][O:21][CH2:20][CH2:19]4)[CH:12]=[C:13]([C:14]([OH:16])=[O:15])[C:8]=3[N:7]=[C:6]2[CH:24]([F:26])[F:25])[CH:27]=[CH:28][CH:29]=1. (2) Given the reactants [C:1]([N:11]1[CH2:15][CH2:14][C@H:13]([OH:16])[CH2:12]1)([O:3][CH2:4][C:5]1[CH:10]=[CH:9][CH:8]=[CH:7][CH:6]=1)=[O:2].[H-].[Na+].Br[CH2:20][C:21]([O:23][CH3:24])=[O:22].[Cl-].[NH4+], predict the reaction product. The product is: [CH2:4]([O:3][C:1]([N:11]1[CH2:15][CH2:14][C@H:13]([O:16][CH2:20][C:21]([O:23][CH3:24])=[O:22])[CH2:12]1)=[O:2])[C:5]1[CH:10]=[CH:9][CH:8]=[CH:7][CH:6]=1.